This data is from Forward reaction prediction with 1.9M reactions from USPTO patents (1976-2016). The task is: Predict the product of the given reaction. (1) Given the reactants [Br:1][C:2]1[CH:11]=[CH:10][CH:9]=[C:8]2[C:3]=1[CH:4]=[CH:5][C:6]([O:14][CH3:15])=[C:7]2[CH:12]=[O:13].CCO.[BH4-].[Na+], predict the reaction product. The product is: [Br:1][C:2]1[CH:11]=[CH:10][CH:9]=[C:8]2[C:3]=1[CH:4]=[CH:5][C:6]([O:14][CH3:15])=[C:7]2[CH2:12][OH:13]. (2) Given the reactants [F:1][C:2]1[CH:21]=[CH:20][C:5]2[C:6]([C:9]3[CH:14]=[CH:13][C:12]([O:15][CH2:16][C@@H:17]4[CH2:19][O:18]4)=[CH:11][CH:10]=3)=[N:7][O:8][C:4]=2[CH:3]=1.[C:22]1([N:28]2[CH2:33][CH2:32][NH:31][CH2:30][CH2:29]2)[CH:27]=[CH:26][CH:25]=[CH:24][CH:23]=1, predict the reaction product. The product is: [F:1][C:2]1[CH:21]=[CH:20][C:5]2[C:6]([C:9]3[CH:14]=[CH:13][C:12]([O:15][CH2:16][C@@H:17]([OH:18])[CH2:19][N:31]4[CH2:32][CH2:33][N:28]([C:22]5[CH:27]=[CH:26][CH:25]=[CH:24][CH:23]=5)[CH2:29][CH2:30]4)=[CH:11][CH:10]=3)=[N:7][O:8][C:4]=2[CH:3]=1. (3) Given the reactants [NH2:1][C:2]1[CH:7]=[CH:6][C:5]([N:8]2[C:12](=[O:13])[C:11]([CH3:15])([CH3:14])[N:10]([CH2:16][CH2:17][CH2:18][CH2:19][CH2:20][CH2:21][CH2:22][CH2:23][CH2:24][S:25][CH2:26][CH2:27][CH2:28][C:29]([F:35])([F:34])[C:30]([F:33])([F:32])[F:31])[C:9]2=[O:36])=[CH:4][C:3]=1[CH3:37].[CH:38]([N:42]=[C:43]=[O:44])([CH2:40][CH3:41])[CH3:39].O, predict the reaction product. The product is: [CH3:14][C:11]1([CH3:15])[C:12](=[O:13])[N:8]([C:5]2[CH:6]=[CH:7][C:2]([NH:1][C:43]([NH:42][CH:38]([CH3:39])[CH2:40][CH3:41])=[O:44])=[C:3]([CH3:37])[CH:4]=2)[C:9](=[O:36])[N:10]1[CH2:16][CH2:17][CH2:18][CH2:19][CH2:20][CH2:21][CH2:22][CH2:23][CH2:24][S:25][CH2:26][CH2:27][CH2:28][C:29]([F:35])([F:34])[C:30]([F:33])([F:31])[F:32]. (4) Given the reactants C(=O)([O-])[O-].[Cs+].[Cs+].CN(C=O)C.[C:12]([O:16][C:17]([N:19]([C:31]([O:33][C:34]([CH3:37])([CH3:36])[CH3:35])=[O:32])[C:20]1[C:21]([C:27]([O:29][CH3:30])=[O:28])=[N:22][C:23](Br)=[CH:24][N:25]=1)=[O:18])([CH3:15])([CH3:14])[CH3:13].[NH:38]1[CH2:42][CH2:41][CH2:40][CH2:39]1, predict the reaction product. The product is: [C:12]([O:16][C:17]([N:19]([C:31]([O:33][C:34]([CH3:37])([CH3:36])[CH3:35])=[O:32])[C:20]1[C:21]([C:27]([O:29][CH3:30])=[O:28])=[N:22][C:23]([N:38]2[CH2:42][CH2:41][CH2:40][CH2:39]2)=[CH:24][N:25]=1)=[O:18])([CH3:15])([CH3:14])[CH3:13]. (5) Given the reactants C[O:2][C:3]1[CH:8]=[CH:7][C:6]([C:9]2[C:14]3[CH:15]=[CH:16][S:17][C:13]=3[C:12]([CH:18]=[O:19])=[CH:11][CH:10]=2)=[CH:5][CH:4]=1.B(Br)(Br)Br, predict the reaction product. The product is: [OH:2][C:3]1[CH:8]=[CH:7][C:6]([C:9]2[C:14]3[CH:15]=[CH:16][S:17][C:13]=3[C:12]([CH:18]=[O:19])=[CH:11][CH:10]=2)=[CH:5][CH:4]=1. (6) The product is: [CH3:1][O:2][C:3](=[O:25])[CH2:4][C:5]1[CH:6]=[C:7]([O:12][C:13]2[CH:18]=[CH:17][C:16]([NH:19][C:26](=[O:31])[C:27]([CH3:30])([CH3:29])[CH3:28])=[CH:15][C:14]=2[CH2:20][S:21][CH:22]([CH3:23])[CH3:24])[CH:8]=[C:9]([Cl:11])[CH:10]=1. Given the reactants [CH3:1][O:2][C:3](=[O:25])[CH2:4][C:5]1[CH:10]=[C:9]([Cl:11])[CH:8]=[C:7]([O:12][C:13]2[CH:18]=[CH:17][C:16]([NH2:19])=[CH:15][C:14]=2[CH2:20][S:21][CH:22]([CH3:24])[CH3:23])[CH:6]=1.[C:26](Cl)(=[O:31])[C:27]([CH3:30])([CH3:29])[CH3:28], predict the reaction product. (7) Given the reactants O1CCO[CH:2]1[CH2:6][CH2:7][CH2:8][N:9]1[CH2:14][CH2:13][CH:12]([C:15]2[CH:16]=[C:17]([NH:21][C:22](=[O:26])[CH:23]([CH3:25])[CH3:24])[CH:18]=[CH:19][CH:20]=2)[CH2:11][CH2:10]1.Cl.[CH3:28][O:29][C:30]1[CH:35]=[CH:34][CH:33]=[CH:32][C:31]=1[NH:36]N, predict the reaction product. The product is: [CH3:28][O:29][C:30]1[CH:35]=[CH:34][CH:33]=[C:32]2[C:31]=1[NH:36][CH:2]=[C:6]2[CH2:7][CH2:8][N:9]1[CH2:10][CH2:11][CH:12]([C:15]2[CH:16]=[C:17]([NH:21][C:22](=[O:26])[CH:23]([CH3:24])[CH3:25])[CH:18]=[CH:19][CH:20]=2)[CH2:13][CH2:14]1. (8) Given the reactants Br[C:2]1[CH:3]=[C:4]([C:8]2[N:17]=[C:16]([C:18]([O:20][CH2:21][CH3:22])=[O:19])[C:15]3[CH2:14][C:13]([CH3:24])([CH3:23])[CH2:12][CH2:11][C:10]=3[N:9]=2)[CH:5]=[CH:6][CH:7]=1.[C:25]([C@:27]1([OH:34])[CH2:31][CH2:30][N:29]([CH3:32])[C:28]1=[O:33])#[CH:26], predict the reaction product. The product is: [OH:34][C@@:27]1([C:25]#[C:26][C:2]2[CH:3]=[C:4]([C:8]3[N:17]=[C:16]([C:18]([O:20][CH2:21][CH3:22])=[O:19])[C:15]4[CH2:14][C:13]([CH3:23])([CH3:24])[CH2:12][CH2:11][C:10]=4[N:9]=3)[CH:5]=[CH:6][CH:7]=2)[CH2:31][CH2:30][N:29]([CH3:32])[C:28]1=[O:33]. (9) The product is: [O:2]1[C:6]2[CH:7]=[CH:8][CH:9]=[C:10]([CH:11]3[CH2:16][CH2:15][N:14]([CH2:17][CH2:18][C@H:19]4[CH2:20][CH2:21][C@H:22]([NH:25][C:36](=[O:37])[C:35]5[CH:34]=[CH:33][C:32]([N:29]6[CH2:30][CH2:31][O:26][CH2:27][CH2:28]6)=[CH:40][CH:39]=5)[CH2:23][CH2:24]4)[CH2:13][CH2:12]3)[C:5]=2[O:4][CH2:3]1. Given the reactants Cl.[O:2]1[C:6]2[CH:7]=[CH:8][CH:9]=[C:10]([CH:11]3[CH2:16][CH2:15][N:14]([CH2:17][CH2:18][C@H:19]4[CH2:24][CH2:23][C@H:22]([NH2:25])[CH2:21][CH2:20]4)[CH2:13][CH2:12]3)[C:5]=2[O:4][CH2:3]1.[O:26]1[CH2:31][CH2:30][N:29]([C:32]2[CH:40]=[CH:39][C:35]([C:36](O)=[O:37])=[CH:34][CH:33]=2)[CH2:28][CH2:27]1, predict the reaction product. (10) Given the reactants [C:1]([C:4]1[CH:12]=[CH:11][CH:10]=[CH:9][C:5]=1[C:6]([OH:8])=[O:7])(=[O:3])[CH3:2].[CH3:13][C:14](=[CH:16][CH2:17][CH2:18][CH:19]([CH2:21][CH2:22]O)[CH3:20])[CH3:15].C1CCC(N=C=NC2CCCCC2)CC1, predict the reaction product. The product is: [C:1]([C:4]1[CH:12]=[CH:11][CH:10]=[CH:9][C:5]=1[C:6]([O:8][CH2:22][CH2:21][CH:19]([CH3:20])[CH2:18][CH2:17][CH:16]=[C:14]([CH3:15])[CH3:13])=[O:7])(=[O:3])[CH3:2].